Dataset: Reaction yield outcomes from USPTO patents with 853,638 reactions. Task: Predict the reaction yield, written as a fraction of the theoretical maximum amount of product (1.0 means a 100% yield; for example, 0.34 means a 34% yield). (1) The reactants are [Br:1][C:2]1[CH:3]=[C:4]([CH:6]=[CH:7][CH:8]=1)[NH2:5].Br[CH2:10][CH2:11][O:12][CH2:13][CH2:14]Br.CCN(C(C)C)C(C)C. The catalyst is CN(C=O)C. The product is [Br:1][C:2]1[CH:3]=[C:4]([N:5]2[CH2:14][CH2:13][O:12][CH2:11][CH2:10]2)[CH:6]=[CH:7][CH:8]=1. The yield is 0.164. (2) The reactants are [NH2:1][C:2]1[C:3]2[C:10]([C:11]3[CH:16]=[CH:15][C:14]([O:17][C:18]4[CH:23]=[CH:22][CH:21]=[CH:20][CH:19]=4)=[CH:13][CH:12]=3)=[C:9]([CH3:24])[N:8]([CH2:25][C@@H:26]3[CH2:30][CH2:29][CH2:28][N:27]3[C:31](=[O:35])[CH2:32][C:33]#[N:34])[C:4]=2[N:5]=[CH:6][N:7]=1.[CH3:36][N:37]([CH3:43])[C:38]([CH3:42])([CH3:41])[CH:39]=O.C(O)(=O)C.N1CCCCC1. The catalyst is CCO. The product is [NH2:1][C:2]1[C:3]2[C:10]([C:11]3[CH:16]=[CH:15][C:14]([O:17][C:18]4[CH:19]=[CH:20][CH:21]=[CH:22][CH:23]=4)=[CH:13][CH:12]=3)=[C:9]([CH3:24])[N:8]([CH2:25][C@@H:26]3[CH2:30][CH2:29][CH2:28][N:27]3[C:31]([C:32](=[CH:39][C:38]([N:37]([CH3:43])[CH3:36])([CH3:42])[CH3:41])[C:33]#[N:34])=[O:35])[C:4]=2[N:5]=[CH:6][N:7]=1. The yield is 0.0400. (3) The yield is 0.820. The product is [O:1]=[C:2]1[C:10]2[C:5](=[CH:6][CH:7]=[CH:8][CH:9]=2)[C:4](=[O:11])[N:3]1[CH2:12][CH2:13][C:14]1([CH:17]=[O:18])[CH2:15][CH2:16]1. The catalyst is C(Cl)Cl.[Ru]([O-])(=O)(=O)=O.C([N+](CCC)(CCC)CCC)CC. The reactants are [O:1]=[C:2]1[C:10]2[C:5](=[CH:6][CH:7]=[CH:8][CH:9]=2)[C:4](=[O:11])[N:3]1[CH2:12][CH2:13][C:14]1([CH2:17][OH:18])[CH2:16][CH2:15]1.C[N+]1([O-])CCOCC1.